From a dataset of Full USPTO retrosynthesis dataset with 1.9M reactions from patents (1976-2016). Predict the reactants needed to synthesize the given product. (1) Given the product [CH3:15][O:1][C:2]1[CH:11]=[C:10]2[C:5]([CH:6]=[CH:7][C:8](=[O:12])[NH:9]2)=[CH:4][CH:3]=1, predict the reactants needed to synthesize it. The reactants are: [OH:1][C:2]1[CH:11]=[C:10]2[C:5]([CH:6]=[CH:7][C:8](=[O:12])[NH:9]2)=[CH:4][CH:3]=1.IC.[C:15](=O)([O-])[O-].[K+].[K+]. (2) Given the product [CH2:1]([O:3][C:4]([C:6]1[N:7]=[CH:8][N:9]2[C:15]=1[CH2:14][N:13]=[C:12]([Cl:33])[C:11]1[CH:17]=[C:18]([O:21][CH3:22])[CH:19]=[CH:20][C:10]2=1)=[O:5])[CH3:2], predict the reactants needed to synthesize it. The reactants are: [CH2:1]([O:3][C:4]([C:6]1[N:7]=[CH:8][N:9]2[C:15]=1[CH2:14][NH:13][C:12](=O)[C:11]1[CH:17]=[C:18]([O:21][CH3:22])[CH:19]=[CH:20][C:10]2=1)=[O:5])[CH3:2].CN(C)C1C=CC(C)=CC=1.[Cl-:33].[P+]=O. (3) Given the product [N:19]([C:16]1[CH:15]=[CH:14][C:13]([CH:12]=[CH:11][C:8]2[CH:9]=[CH:10][N:5]=[CH:6][CH:7]=2)=[CH:18][CH:17]=1)=[N+:20]=[N-:21], predict the reactants needed to synthesize it. The reactants are: N([O-])=O.[Na+].[N:5]1[CH:10]=[CH:9][C:8]([CH:11]=[CH:12][C:13]2[CH:18]=[CH:17][C:16]([NH2:19])=[CH:15][CH:14]=2)=[CH:7][CH:6]=1.[N-:20]=[N+:21]=[N-].[Na+].C(=O)(O)[O-].[Na+]. (4) Given the product [Cl:30][C:26]1[CH:25]=[C:24]([S:21]([C:19]2[CH:18]=[CH:17][C:15]3[O:16][CH:10]4[CH2:9][NH:8][CH2:13][CH2:12][CH:11]4[C:14]=3[CH:20]=2)(=[O:22])=[O:23])[CH:29]=[CH:28][CH:27]=1.[F:34][C:33]([F:36])([F:35])[C:31]([OH:37])=[O:32], predict the reactants needed to synthesize it. The reactants are: C(OC([N:8]1[CH2:13][CH2:12][CH:11]2[C:14]3[CH:20]=[C:19]([S:21]([C:24]4[CH:29]=[CH:28][CH:27]=[C:26]([Cl:30])[CH:25]=4)(=[O:23])=[O:22])[CH:18]=[CH:17][C:15]=3[O:16][CH:10]2[CH2:9]1)=O)(C)(C)C.[C:31]([OH:37])([C:33]([F:36])([F:35])[F:34])=[O:32]. (5) Given the product [F:28][C:29]([F:35])([F:34])[CH2:30][C:31]([N:23]1[CH2:24][CH2:25][C:26]2[N:27]=[C:19]([NH:18][C:8]3[CH:9]=[CH:10][C:11]([N:12]4[CH:16]=[C:15]([CH3:17])[N:14]=[CH:13]4)=[C:6]([O:5][CH3:4])[CH:7]=3)[S:20][C:21]=2[CH2:22]1)=[O:32], predict the reactants needed to synthesize it. The reactants are: Cl.Cl.Cl.[CH3:4][O:5][C:6]1[CH:7]=[C:8]([NH:18][C:19]2[S:20][C:21]3[CH2:22][NH:23][CH2:24][CH2:25][C:26]=3[N:27]=2)[CH:9]=[CH:10][C:11]=1[N:12]1[CH:16]=[C:15]([CH3:17])[N:14]=[CH:13]1.[F:28][C:29]([F:35])([F:34])[CH2:30][C:31](Cl)=[O:32]. (6) Given the product [C:15]([C:13]1[CH:12]=[C:7]([CH:6]=[C:5]([OH:4])[CH:14]=1)[C:8]([O:10][CH3:11])=[O:9])#[N:16], predict the reactants needed to synthesize it. The reactants are: C([O:4][C:5]1[CH:6]=[C:7]([CH:12]=[C:13]([C:15]#[N:16])[CH:14]=1)[C:8]([O:10][CH3:11])=[O:9])C=C.B(Cl)(Cl)Cl. (7) Given the product [CH:2]([C:3]1[CH:8]=[CH:7][CH:6]=[CH:5][C:4]=1[NH:9][S:10]([C:13]1[CH:18]=[CH:17][CH:16]=[CH:15][C:14]=1[N+:19]([O-:21])=[O:20])(=[O:12])=[O:11])=[O:1], predict the reactants needed to synthesize it. The reactants are: [OH:1][CH2:2][C:3]1[CH:8]=[CH:7][CH:6]=[CH:5][C:4]=1[NH:9][S:10]([C:13]1[CH:18]=[CH:17][CH:16]=[CH:15][C:14]=1[N+:19]([O-:21])=[O:20])(=[O:12])=[O:11]. (8) Given the product [NH2:26][C:22]1[N:10]([C:11]2[CH:16]=[CH:15][CH:14]=[C:13]([CH2:17][OH:18])[CH:12]=2)[CH:9]=[C:8]([C:5]2[CH:6]=[CH:7][C:2]([Cl:1])=[CH:3][CH:4]=2)[C:23]=1[C:24]#[N:25], predict the reactants needed to synthesize it. The reactants are: [Cl:1][C:2]1[CH:7]=[CH:6][C:5]([C:8](=O)[CH2:9][NH:10][C:11]2[CH:16]=[CH:15][CH:14]=[C:13]([CH2:17][OH:18])[CH:12]=2)=[CH:4][CH:3]=1.[OH-].[K+].[C:22](#[N:26])[CH2:23][C:24]#[N:25].CO. (9) Given the product [CH3:1][O:2][C:3]([C:5]1[C:6]([OH:25])=[C:7]2[C:12](=[C:13]([C:31]3[CH:32]=[N:33][CH:34]=[CH:35][CH:36]=3)[N:14]=1)[N:11]([CH2:16][C:17]1[CH:22]=[CH:21][CH:20]=[CH:19][CH:18]=1)[C:10](=[O:23])[C:9]([CH3:24])=[CH:8]2)=[O:4], predict the reactants needed to synthesize it. The reactants are: [CH3:1][O:2][C:3]([C:5]1[C:6]([OH:25])=[C:7]2[C:12](=[C:13](Br)[N:14]=1)[N:11]([CH2:16][C:17]1[CH:22]=[CH:21][CH:20]=[CH:19][CH:18]=1)[C:10](=[O:23])[C:9]([CH3:24])=[CH:8]2)=[O:4].C([Sn](CCCC)(CCCC)[C:31]1[CH:32]=[N:33][CH:34]=[CH:35][CH:36]=1)CCC.CCOC(C)=O.Cl.